From a dataset of Full USPTO retrosynthesis dataset with 1.9M reactions from patents (1976-2016). Predict the reactants needed to synthesize the given product. (1) Given the product [ClH:29].[NH2:20][C@@H:18]1[CH2:19][C@H:17]1[C:14]1[CH:15]=[CH:16][C:11]([C:9]([N:8]([CH2:1][C:2]2[CH:3]=[CH:4][CH:5]=[CH:6][CH:7]=2)[CH3:28])=[O:10])=[CH:12][CH:13]=1, predict the reactants needed to synthesize it. The reactants are: [CH2:1]([N:8]([CH3:28])[C:9]([C:11]1[CH:16]=[CH:15][C:14]([C@@H:17]2[CH2:19][C@H:18]2[NH:20]C(=O)OC(C)(C)C)=[CH:13][CH:12]=1)=[O:10])[C:2]1[CH:7]=[CH:6][CH:5]=[CH:4][CH:3]=1.[ClH:29].COC1CCCC1. (2) Given the product [N:5]1([C:14]2[CH:19]=[CH:18][C:17]([C:20](=[O:28])[CH:21]([NH:1][OH:3])[C:22]3[CH:27]=[N:26][CH:25]=[CH:24][N:23]=3)=[CH:16][CH:15]=2)[C:9]2=[N:10][CH:11]=[CH:12][CH:13]=[C:8]2[CH:7]=[CH:6]1, predict the reactants needed to synthesize it. The reactants are: [N:1]([O-:3])=O.[Na+].[N:5]1([C:14]2[CH:19]=[CH:18][C:17]([C:20](=[O:28])[CH2:21][C:22]3[CH:27]=[N:26][CH:25]=[CH:24][N:23]=3)=[CH:16][CH:15]=2)[C:9]2=[N:10][CH:11]=[CH:12][CH:13]=[C:8]2[CH:7]=[CH:6]1. (3) Given the product [CH3:1][C@H:2]1[CH2:3][C:4](=[O:17])[CH2:5][C@@H:6]([C:8]2[CH:13]=[CH:12][N:11]=[CH:10][C:9]=2[N+:14]([O-:16])=[O:15])[O:7]1, predict the reactants needed to synthesize it. The reactants are: [CH3:1][C@H:2]1[O:7][C@@H:6]([C:8]2[CH:13]=[CH:12][N:11]=[CH:10][C:9]=2[N+:14]([O-:16])=[O:15])[CH2:5][C:4]([O:17][Si](CC)(CC)CC)=[CH:3]1.Cl.[OH-].[Na+]. (4) Given the product [N:1]1[C:10]2[C:5](=[CH:6][CH:7]=[CH:8][CH:9]=2)[CH:4]=[CH:3][C:2]=1[C:11]1[CH:12]=[CH:13][C:14]([NH:17][C:23](=[O:24])[O:22][C:19]([CH3:21])([CH3:20])[CH3:18])=[N:15][CH:16]=1, predict the reactants needed to synthesize it. The reactants are: [N:1]1[C:10]2[C:5](=[CH:6][CH:7]=[CH:8][CH:9]=2)[CH:4]=[CH:3][C:2]=1[C:11]1[CH:12]=[CH:13][C:14]([NH2:17])=[N:15][CH:16]=1.[CH3:18][C:19]([O:22][C:23](O[C:23]([O:22][C:19]([CH3:21])([CH3:20])[CH3:18])=[O:24])=[O:24])([CH3:21])[CH3:20].CCN(C(C)C)C(C)C. (5) Given the product [F:1][C:2]1[CH:7]=[CH:6][C:5]([C:8]2[C:12]([C:13]3[N:14]=[CH:15][N:16]([C:22]4[CH:27]=[CH:26][C:25]([C:28]([F:31])([F:30])[F:29])=[CH:24][CH:23]=4)[CH:17]=3)=[C:11]([CH2:18][O:19][CH3:20])[O:10][N:9]=2)=[CH:4][CH:3]=1, predict the reactants needed to synthesize it. The reactants are: [F:1][C:2]1[CH:7]=[CH:6][C:5]([C:8]2[C:12]([C:13]3[N:14]=[CH:15][NH:16][CH:17]=3)=[C:11]([CH2:18][O:19][CH3:20])[O:10][N:9]=2)=[CH:4][CH:3]=1.F[C:22]1[CH:27]=[CH:26][C:25]([C:28]([F:31])([F:30])[F:29])=[CH:24][CH:23]=1. (6) Given the product [CH:28]([NH:30][S:2]([C:5]1[CH:6]=[C:7]([C:11]2[C:20]([CH3:22])([CH3:21])[CH2:19][C:18]3[C:13](=[CH:14][CH:15]=[C:16]([C:23]([O:25][CH3:26])=[O:24])[CH:17]=3)[N:12]=2)[CH:8]=[CH:9][CH:10]=1)(=[O:4])=[O:3])([CH3:29])[CH3:27], predict the reactants needed to synthesize it. The reactants are: Cl[S:2]([C:5]1[CH:6]=[C:7]([C:11]2[C:20]([CH3:22])([CH3:21])[CH2:19][C:18]3[C:13](=[CH:14][CH:15]=[C:16]([C:23]([O:25][CH3:26])=[O:24])[CH:17]=3)[N:12]=2)[CH:8]=[CH:9][CH:10]=1)(=[O:4])=[O:3].[CH3:27][CH:28]([NH2:30])[CH3:29].C(N(CC)C(C)C)(C)C. (7) Given the product [F:21][C:17]1([F:20])[CH2:18][CH2:19][CH:14]([CH2:13][N:12]2[C:11]3[CH:22]=[CH:23][CH:24]=[CH:25][C:10]=3[N:9]=[C:8]2[C:3]2[CH:4]=[CH:5][CH:6]=[CH:7][C:2]=2[C:27]#[C:26][C:28]2[CH:35]=[CH:34][C:31]([C:32]#[N:33])=[CH:30][CH:29]=2)[CH2:15][CH2:16]1, predict the reactants needed to synthesize it. The reactants are: Br[C:2]1[CH:7]=[CH:6][CH:5]=[CH:4][C:3]=1[C:8]1[N:12]([CH2:13][CH:14]2[CH2:19][CH2:18][C:17]([F:21])([F:20])[CH2:16][CH2:15]2)[C:11]2[CH:22]=[CH:23][CH:24]=[CH:25][C:10]=2[N:9]=1.[C:26]([C:28]1[CH:35]=[CH:34][C:31]([C:32]#[N:33])=[CH:30][CH:29]=1)#[CH:27]. (8) Given the product [Si:1]([O:18][CH:19]1[CH2:20][N:21]([C:23]2[S:24][CH:25]=[C:26]([CH2:28][N:34]3[C:30](=[O:40])[C:31]4=[CH:39][CH:38]=[CH:37][CH:36]=[C:32]4[C:33]3=[O:35])[N:27]=2)[CH2:22]1)([C:14]([CH3:17])([CH3:16])[CH3:15])([C:8]1[CH:9]=[CH:10][CH:11]=[CH:12][CH:13]=1)[C:2]1[CH:7]=[CH:6][CH:5]=[CH:4][CH:3]=1, predict the reactants needed to synthesize it. The reactants are: [Si:1]([O:18][CH:19]1[CH2:22][N:21]([C:23]2[S:24][CH:25]=[C:26]([CH2:28]O)[N:27]=2)[CH2:20]1)([C:14]([CH3:17])([CH3:16])[CH3:15])([C:8]1[CH:13]=[CH:12][CH:11]=[CH:10][CH:9]=1)[C:2]1[CH:7]=[CH:6][CH:5]=[CH:4][CH:3]=1.[C:30]1(=[O:40])[NH:34][C:33](=[O:35])[C:32]2=[CH:36][CH:37]=[CH:38][CH:39]=[C:31]12.C1(P(C2C=CC=CC=2)C2C=CC=CC=2)C=CC=CC=1.N(C(OCC)=O)=NC(OCC)=O.C1(C)C=CC=CC=1. (9) Given the product [CH3:38][O:31][C:29]([C:25]1[CH:26]=[C:27]([CH3:28])[C:18]2[O:17][C:16]3[C:32]([Cl:34])=[CH:33][C:13]([N:12]4[CH2:11][CH2:10][N:1]([CH2:2][CH2:3][N:4]5[CH2:8][CH2:7][CH2:6][CH2:5]5)[CH2:36][CH2:35]4)=[CH:14][C:15]=3[CH2:21][S:20](=[O:23])(=[O:22])[C:19]=2[CH:24]=1)=[O:30], predict the reactants needed to synthesize it. The reactants are: [NH2:1][CH2:2][CH2:3][N:4]1[CH2:8][CH2:7][CH2:6][CH2:5]1.Cl[CH2:10][CH2:11][N:12]([CH2:35][CH2:36]Cl)[C:13]1[CH:33]=[C:32]([Cl:34])[C:16]2[O:17][C:18]3[C:27]([CH3:28])=[CH:26][C:25]([C:29]([OH:31])=[O:30])=[CH:24][C:19]=3[S:20](=[O:23])(=[O:22])[CH2:21][C:15]=2[CH:14]=1.[CH3:38]O.